This data is from Catalyst prediction with 721,799 reactions and 888 catalyst types from USPTO. The task is: Predict which catalyst facilitates the given reaction. Reactant: [F:1][C:2]1[CH:7]=[CH:6][C:5]([CH:8]([CH:17]2[CH2:22][CH2:21][N:20]([CH:23]([CH3:25])[CH3:24])[CH2:19][CH2:18]2)[C:9]([N:11]2[CH2:16][CH2:15][NH:14][CH2:13][CH2:12]2)=[O:10])=[CH:4][CH:3]=1.[C:26]1([C:37]2[CH:42]=[CH:41][CH:40]=[CH:39][CH:38]=2)[CH:31]=[CH:30][CH:29]=[CH:28][C:27]=1[CH2:32][CH2:33][C:34](O)=[O:35].Cl.CNC(NC)CCN=C=NCC.O.ON1C2C=CC=CC=2N=N1.C(=O)(O)[O-].[Na+]. Product: [C:26]1([C:37]2[CH:42]=[CH:41][CH:40]=[CH:39][CH:38]=2)[CH:31]=[CH:30][CH:29]=[CH:28][C:27]=1[CH2:32][CH2:33][C:34]([N:14]1[CH2:13][CH2:12][N:11]([C:9](=[O:10])[CH:8]([C:5]2[CH:4]=[CH:3][C:2]([F:1])=[CH:7][CH:6]=2)[CH:17]2[CH2:22][CH2:21][N:20]([CH:23]([CH3:25])[CH3:24])[CH2:19][CH2:18]2)[CH2:16][CH2:15]1)=[O:35]. The catalyst class is: 289.